From a dataset of Catalyst prediction with 721,799 reactions and 888 catalyst types from USPTO. Predict which catalyst facilitates the given reaction. (1) Reactant: [CH3:1][N:2]1[C:6]2=[N:7][CH:8]=[CH:9][CH:10]=[C:5]2[N:4]([CH:11]2[CH2:16][CH2:15][N:14](C(OC(C)(C)C)=O)[CH2:13][CH2:12]2)[C:3]1=[O:24].[F:25][C:26]([F:31])([F:30])[C:27]([OH:29])=[O:28]. Product: [F:25][C:26]([F:31])([F:30])[C:27]([OH:29])=[O:28].[CH3:1][N:2]1[C:6]2=[N:7][CH:8]=[CH:9][CH:10]=[C:5]2[N:4]([CH:11]2[CH2:16][CH2:15][NH:14][CH2:13][CH2:12]2)[C:3]1=[O:24]. The catalyst class is: 2. (2) Reactant: [Br:1][C:2]1[C:11]2[C:6](=[CH:7][CH:8]=[CH:9][CH:10]=2)[CH:5]=[CH:4][C:3]=1[OH:12].[C:13]([O-])([O-])=O.[K+].[K+].CI. Product: [Br:1][C:2]1[C:11]2[C:6](=[CH:7][CH:8]=[CH:9][CH:10]=2)[CH:5]=[CH:4][C:3]=1[O:12][CH3:13]. The catalyst class is: 21. (3) Reactant: [CH3:1][C:2]1[C:3]([C:11]2[S:15][C:14]([C:16]([OH:18])=O)=[CH:13][CH:12]=2)=[N:4][O:5][C:6]=1[C:7]([F:10])([F:9])[F:8].Cl.[CH3:20][NH:21][CH3:22]. Product: [CH3:20][N:21]([CH3:22])[C:16]([C:14]1[S:15][C:11]([C:3]2[C:2]([CH3:1])=[C:6]([C:7]([F:10])([F:9])[F:8])[O:5][N:4]=2)=[CH:12][CH:13]=1)=[O:18]. The catalyst class is: 66. (4) Reactant: C([O:8][CH2:9][CH2:10][N:11]([C:45]([O:47][C:48]([CH3:51])([CH3:50])[CH3:49])=[O:46])[C:12]1[CH:44]=[CH:43][C:15]([CH2:16][CH:17]([CH2:25][CH2:26][C@H:27]([NH:35][C:36]([O:38][C:39]([CH3:42])([CH3:41])[CH3:40])=[O:37])[C:28]([O:30][C:31]([CH3:34])([CH3:33])[CH3:32])=[O:29])[C:18]([O:20][C:21]([CH3:24])([CH3:23])[CH3:22])=[O:19])=[CH:14][CH:13]=1)C1C=CC=CC=1. Product: [C:39]([O:38][C:36]([NH:35][C@@H:27]([CH2:26][CH2:25][CH:17]([CH2:16][C:15]1[CH:14]=[CH:13][C:12]([N:11]([C:45]([O:47][C:48]([CH3:51])([CH3:50])[CH3:49])=[O:46])[CH2:10][CH2:9][OH:8])=[CH:44][CH:43]=1)[C:18]([O:20][C:21]([CH3:22])([CH3:23])[CH3:24])=[O:19])[C:28]([O:30][C:31]([CH3:34])([CH3:33])[CH3:32])=[O:29])=[O:37])([CH3:40])([CH3:41])[CH3:42]. The catalyst class is: 19. (5) Reactant: [Cl:1][C:2]1[CH:7]=[CH:6][C:5]([OH:8])=[CH:4][C:3]=1[OH:9].C(=O)([O-])[O-].[K+].[K+].[CH2:16](Br)[C:17]1[CH:22]=[CH:21][CH:20]=[CH:19][CH:18]=1. Product: [CH2:16]([O:9][C:3]1[CH:4]=[C:5]([OH:8])[CH:6]=[CH:7][C:2]=1[Cl:1])[C:17]1[CH:22]=[CH:21][CH:20]=[CH:19][CH:18]=1. The catalyst class is: 21. (6) Reactant: [C:1]([C:4]1[C:12]2[C:7](=[CH:8][CH:9]=[CH:10][CH:11]=2)[N:6]([C:13]2[CH:21]=[CH:20][C:16]([C:17]([NH2:19])=[O:18])=[CH:15][C:14]=2[Cl:22])[CH:5]=1)(=O)[CH3:2].Cl.[NH2:24][OH:25].C(N(CC)CC)C. Product: [OH:25][N:24]=[C:1]([C:4]1[C:12]2[C:7](=[CH:8][CH:9]=[CH:10][CH:11]=2)[N:6]([C:13]2[CH:21]=[CH:20][C:16]([C:17]([NH2:19])=[O:18])=[CH:15][C:14]=2[Cl:22])[CH:5]=1)[CH3:2]. The catalyst class is: 5. (7) Reactant: [F:1][C:2]1[CH:3]=[C:4]([C:14]2[CH:15]=[C:16]3[C:22]([C:23]4[CH:24]=[N:25][N:26]([CH2:28][C:29]5[CH:34]=[CH:33][CH:32]=[C:31]([F:35])[CH:30]=5)[CH:27]=4)=[CH:21][N:20]([S:36]([C:39]4[CH:45]=[CH:44][C:42]([CH3:43])=[CH:41][CH:40]=4)(=[O:38])=[O:37])[C:17]3=[N:18][CH:19]=2)[CH:5]=[N:6][C:7]=1[N:8]1[CH2:13][CH2:12][NH:11][CH2:10][CH2:9]1.[CH3:46][C@H:47]1[CH2:49][O:48]1.CCN(C(C)C)C(C)C. Product: [F:1][C:2]1[C:7]([N:8]2[CH2:13][CH2:12][N:11]([CH2:46][C@H:47]([OH:48])[CH3:49])[CH2:10][CH2:9]2)=[N:6][CH:5]=[C:4]([C:14]2[CH:15]=[C:16]3[C:22]([C:23]4[CH:24]=[N:25][N:26]([CH2:28][C:29]5[CH:34]=[CH:33][CH:32]=[C:31]([F:35])[CH:30]=5)[CH:27]=4)=[CH:21][N:20]([S:36]([C:39]4[CH:45]=[CH:44][C:42]([CH3:43])=[CH:41][CH:40]=4)(=[O:37])=[O:38])[C:17]3=[N:18][CH:19]=2)[CH:3]=1. The catalyst class is: 8.